Predict the reaction yield, written as a fraction of the theoretical maximum amount of product (1.0 means a 100% yield; for example, 0.34 means a 34% yield). From a dataset of Reaction yield outcomes from USPTO patents with 853,638 reactions. (1) The reactants are [N+:1]([C:4]1[CH:9]=[CH:8][CH:7]=[CH:6][C:5]=1[C:10]1[N:11]=[C:12]2[N:16]([CH:17]=1)[C:15]([CH2:18]O)=[CH:14][S:13]2)([O-:3])=[O:2].S(Cl)([Cl:22])=O. The catalyst is ClCCl.CN(C=O)C. The product is [Cl:22][CH2:18][C:15]1[N:16]2[CH:17]=[C:10]([C:5]3[CH:6]=[CH:7][CH:8]=[CH:9][C:4]=3[N+:1]([O-:3])=[O:2])[N:11]=[C:12]2[S:13][CH:14]=1. The yield is 1.00. (2) The reactants are Cl.Cl.[CH3:3][O:4][C:5]1[CH:6]=[C:7]2[C:12](=[CH:13][C:14]=1[CH2:15][NH:16][C@H:17]1[CH2:22][CH2:21][CH2:20][NH:19][C@H:18]1[C:23]1[CH:28]=[CH:27][CH:26]=[CH:25][CH:24]=1)[N:11]([CH3:29])[C:10](=[O:30])[CH2:9][CH2:8]2.C(=O)([O-])[O-].[K+].[K+].Cl[C:38]1[O:39][C:40]2[CH:46]=[CH:45][CH:44]=[CH:43][C:41]=2[N:42]=1. The catalyst is O1CCOCC1. The product is [O:39]1[C:40]2[CH:46]=[CH:45][CH:44]=[CH:43][C:41]=2[N:42]=[C:38]1[N:19]1[CH2:20][CH2:21][CH2:22][C@H:17]([NH:16][CH2:15][C:14]2[CH:13]=[C:12]3[C:7]([CH2:8][CH2:9][C:10](=[O:30])[N:11]3[CH3:29])=[CH:6][C:5]=2[O:4][CH3:3])[C@@H:18]1[C:23]1[CH:28]=[CH:27][CH:26]=[CH:25][CH:24]=1. The yield is 0.560. (3) The reactants are [N:1]1([C:7]([C:9]2[CH:10]=[C:11]3[C:16](=[C:17]([CH:19]4[CH2:23][CH:22]=[CH:21][N:20]4[C:24]([O:26][C:27]([CH3:30])([CH3:29])[CH3:28])=[O:25])[CH:18]=2)[O:15][C:14]([N:31]2[CH2:36][CH2:35][O:34][CH2:33][CH2:32]2)=[CH:13][C:12]3=[O:37])=[O:8])[CH2:6][CH2:5][O:4][CH2:3][CH2:2]1.N1(C(C2C=C3C(=C(C4C=CCN4C(OC(C)(C)C)=O)C=2)OC(N2CCOCC2)=CC3=O)=O)CCOCC1. The catalyst is C(O)C.[Pt](=O)=O. The product is [N:1]1([C:7]([C:9]2[CH:10]=[C:11]3[C:16](=[C:17]([CH:19]4[CH2:23][CH2:22][CH2:21][N:20]4[C:24]([O:26][C:27]([CH3:30])([CH3:28])[CH3:29])=[O:25])[CH:18]=2)[O:15][C:14]([N:31]2[CH2:32][CH2:33][O:34][CH2:35][CH2:36]2)=[CH:13][C:12]3=[O:37])=[O:8])[CH2:6][CH2:5][O:4][CH2:3][CH2:2]1. The yield is 0.760. (4) The reactants are [F:1][CH2:2][CH2:3][CH:4]1[CH2:7][CH:6]([C:8]2[CH:9]=[C:10]([C:14]#[C:15][Si](C(C)C)(C(C)C)C(C)C)[CH:11]=[CH:12][CH:13]=2)[CH2:5]1.[F-].C([N+](CCCC)(CCCC)CCCC)CCC.Br[C:45]1[CH:50]=[CH:49][C:48]([O:51][CH:52]([F:54])[F:53])=[CH:47][CH:46]=1.C(N(CC)CC)C. The catalyst is C1COCC1.[Cu](I)I.C1C=CC([P]([Pd]([P](C2C=CC=CC=2)(C2C=CC=CC=2)C2C=CC=CC=2)([P](C2C=CC=CC=2)(C2C=CC=CC=2)C2C=CC=CC=2)[P](C2C=CC=CC=2)(C2C=CC=CC=2)C2C=CC=CC=2)(C2C=CC=CC=2)C2C=CC=CC=2)=CC=1. The product is [F:53][CH:52]([F:54])[O:51][C:48]1[CH:49]=[CH:50][C:45]([C:15]#[C:14][C:10]2[CH:11]=[CH:12][CH:13]=[C:8]([CH:6]3[CH2:5][CH:4]([CH2:3][CH2:2][F:1])[CH2:7]3)[CH:9]=2)=[CH:46][CH:47]=1. The yield is 0.530. (5) The reactants are C(OC(=O)[NH:7][CH:8]([C:15](=[O:24])[NH:16][CH2:17][C:18]1[CH:23]=[CH:22][CH:21]=[CH:20][CH:19]=1)[C:9]1[CH:14]=[CH:13][CH:12]=[CH:11][CH:10]=1)(C)(C)C.[ClH:26].O1CCOCC1. No catalyst specified. The product is [ClH:26].[NH2:7][CH:8]([C:9]1[CH:14]=[CH:13][CH:12]=[CH:11][CH:10]=1)[C:15]([NH:16][CH2:17][C:18]1[CH:23]=[CH:22][CH:21]=[CH:20][CH:19]=1)=[O:24]. The yield is 1.00. (6) The reactants are [N:1]([C@:4]12[CH2:39][CH2:38][C@@H:37]([C:40]([CH3:42])=[CH2:41])[C@@H:5]1[C@@H:6]1[C@@:19]([CH3:22])([CH2:20][CH2:21]2)[C@@:18]2([CH3:23])[C@@H:9]([C@:10]3([CH3:36])[C@@H:15]([CH2:16][CH2:17]2)[C:14]([CH3:25])([CH3:24])[C:13]([C:26]2[CH:35]=[CH:34][C:29]([C:30]([O:32]C)=[O:31])=[CH:28][CH:27]=2)=[CH:12][CH2:11]3)[CH2:8][CH2:7]1)=[C:2]=[O:3].C(N(CC)C(C)C)(C)C.[CH3:52][N:53]([CH3:57])[CH2:54][CH2:55][NH2:56].Cl. The catalyst is C1COCC1.CCOC(C)=O. The product is [CH3:52][N:53]([CH3:57])[CH2:54][CH2:55][NH:56][C:2](=[O:3])[NH:1][C@:4]12[CH2:39][CH2:38][C@@H:37]([C:40]([CH3:42])=[CH2:41])[C@@H:5]1[C@@H:6]1[C@@:19]([CH3:22])([CH2:20][CH2:21]2)[C@@:18]2([CH3:23])[C@@H:9]([C@:10]3([CH3:36])[C@@H:15]([CH2:16][CH2:17]2)[C:14]([CH3:25])([CH3:24])[C:13]([C:26]2[CH:35]=[CH:34][C:29]([C:30]([OH:32])=[O:31])=[CH:28][CH:27]=2)=[CH:12][CH2:11]3)[CH2:8][CH2:7]1. The yield is 0.900.